From a dataset of Peptide-MHC class II binding affinity with 134,281 pairs from IEDB. Regression. Given a peptide amino acid sequence and an MHC pseudo amino acid sequence, predict their binding affinity value. This is MHC class II binding data. (1) The peptide sequence is IPAGELQIIDKIDAA. The MHC is HLA-DQA10401-DQB10402 with pseudo-sequence HLA-DQA10401-DQB10402. The binding affinity (normalized) is 0.180. (2) The binding affinity (normalized) is 0. The peptide sequence is EHGSDEWVAMTKGEG. The MHC is HLA-DPA10201-DPB10501 with pseudo-sequence HLA-DPA10201-DPB10501. (3) The peptide sequence is AAATAGTTVYEAFAA. The MHC is HLA-DQA10501-DQB10301 with pseudo-sequence HLA-DQA10501-DQB10301. The binding affinity (normalized) is 0.582. (4) The peptide sequence is VKKYFAATQFEPLAA. The MHC is HLA-DQA10501-DQB10201 with pseudo-sequence HLA-DQA10501-DQB10201. The binding affinity (normalized) is 0.367. (5) The peptide sequence is SLKNTISKDNNML. The binding affinity (normalized) is 0.0562. The MHC is HLA-DQA10501-DQB10301 with pseudo-sequence HLA-DQA10501-DQB10301.